Dataset: Catalyst prediction with 721,799 reactions and 888 catalyst types from USPTO. Task: Predict which catalyst facilitates the given reaction. (1) Reactant: Cl.[CH3:2][O:3][C:4]1[CH:9]=[CH:8][C:7]([C:10]([F:13])([F:12])[F:11])=[CH:6][C:5]=1[N:14]1[CH2:19][CH2:18][NH:17][CH2:16][CH2:15]1.Cl[CH2:21][CH2:22][N:23]1[C:27]2[CH:28]=[CH:29][CH:30]=[CH:31][C:26]=2[NH:25][C:24]1=[O:32].C(=O)([O-])[O-].[K+].[K+]. Product: [CH3:2][O:3][C:4]1[CH:9]=[CH:8][C:7]([C:10]([F:11])([F:13])[F:12])=[CH:6][C:5]=1[N:14]1[CH2:15][CH2:16][N:17]([CH2:21][CH2:22][N:23]2[C:27]3[CH:28]=[CH:29][CH:30]=[CH:31][C:26]=3[NH:25][C:24]2=[O:32])[CH2:18][CH2:19]1. The catalyst class is: 9. (2) Reactant: [O:1]=[C:2]1[C:10]2[C:5](=[CH:6][C:7]([C:11]3[N:16]4[N:17]=[CH:18][N:19]=[C:15]4[C:14]([NH:20][CH:21]4[CH2:26][CH2:25][N:24](C(OC(C)(C)C)=O)[CH2:23][CH2:22]4)=[N:13][CH:12]=3)=[CH:8][CH:9]=2)[CH2:4][NH:3]1.FC(F)(F)C(O)=O. Product: [NH:24]1[CH2:23][CH2:22][CH:21]([NH:20][C:14]2[C:15]3[N:16]([N:17]=[CH:18][N:19]=3)[C:11]([C:7]3[CH:6]=[C:5]4[C:10](=[CH:9][CH:8]=3)[C:2](=[O:1])[NH:3][CH2:4]4)=[CH:12][N:13]=2)[CH2:26][CH2:25]1. The catalyst class is: 46. (3) Reactant: [F:1][C:2]1[CH:7]=[CH:6][C:5]([C:8]2[N:9]=[C:10]3[CH:15]=[CH:14][C:13]([N:16]4[CH2:33][CH2:32][C:19]5([CH2:24][N:23]([C:25]([O:27][C:28]([CH3:31])([CH3:30])[CH3:29])=[O:26])[CH2:22][CH2:21][CH2:20]5)[CH2:18][CH2:17]4)=[N:12][N:11]3[C:34]=2[C:35]2[CH:40]=[CH:39][N:38]=[C:37]3[N:41](S(C4C=CC(C)=CC=4)(=O)=O)[CH:42]=[CH:43][C:36]=23)=[CH:4][CH:3]=1.[OH-].[Na+]. Product: [F:1][C:2]1[CH:3]=[CH:4][C:5]([C:8]2[N:9]=[C:10]3[CH:15]=[CH:14][C:13]([N:16]4[CH2:17][CH2:18][C:19]5([CH2:24][N:23]([C:25]([O:27][C:28]([CH3:29])([CH3:30])[CH3:31])=[O:26])[CH2:22][CH2:21][CH2:20]5)[CH2:32][CH2:33]4)=[N:12][N:11]3[C:34]=2[C:35]2[CH:40]=[CH:39][N:38]=[C:37]3[NH:41][CH:42]=[CH:43][C:36]=23)=[CH:6][CH:7]=1. The catalyst class is: 111. (4) Reactant: CC1C=CC(S(O[CH2:12][CH:13]2[O:18][C:17]3[CH:19]=[C:20]([S:23]([CH3:26])(=[O:25])=[O:24])[CH:21]=[CH:22][C:16]=3[O:15][CH2:14]2)(=O)=O)=CC=1.[CH2:27]([NH:30][CH2:31][CH2:32][CH3:33])[CH2:28][CH3:29].Cl. Product: [CH3:26][S:23]([C:20]1[CH:21]=[CH:22][C:16]2[O:15][CH2:14][CH:13]([CH2:12][N:30]([CH2:31][CH2:32][CH3:33])[CH2:27][CH2:28][CH3:29])[O:18][C:17]=2[CH:19]=1)(=[O:24])=[O:25]. The catalyst class is: 10. (5) Reactant: [NH2:1][C:2]1[CH:7]=[CH:6][CH:5]=[C:4]([CH3:8])[CH:3]=1.[NH2:9][C@@H:10]([CH2:34][CH:35]([F:37])[F:36])[CH2:11][NH:12][C:13]1[N:18]=[C:17](NC2C=CC=C3C=2C=CN3CC)[C:16]([C:31]([NH2:33])=[O:32])=[CH:15][N:14]=1. Product: [C:4]1([CH3:8])[CH:5]=[CH:6][CH:7]=[C:2]([NH:1][C:17]2[C:16]([C:31]([NH2:33])=[O:32])=[CH:15][N:14]=[C:13]([NH:12][CH2:11][C@@H:10]([NH2:9])[CH2:34][CH:35]([F:36])[F:37])[N:18]=2)[CH:3]=1. The catalyst class is: 45. (6) Reactant: [N+:1]([C:4]1[CH:5]=[C:6]([CH:10]=[C:11]([C:13]2[O:14][C:15]3[C:16]([N:21]=2)=[N:17][CH:18]=[CH:19][CH:20]=3)[CH:12]=1)[C:7](O)=[O:8])([O-:3])=[O:2].CN1CCOCC1.ClC(OCC(C)C)=O.[BH4-].[Na+]. Product: [N+:1]([C:4]1[CH:5]=[C:6]([CH2:7][OH:8])[CH:10]=[C:11]([C:13]2[O:14][C:15]3[C:16]([N:21]=2)=[N:17][CH:18]=[CH:19][CH:20]=3)[CH:12]=1)([O-:3])=[O:2]. The catalyst class is: 20.